The task is: Predict the product of the given reaction.. This data is from Forward reaction prediction with 1.9M reactions from USPTO patents (1976-2016). (1) Given the reactants C1C2C(=CC=C(NC3N=C(C4C(C5C=C(NC(=O)C6C=CC=CC=6)C=CC=5)=NN5C=CC=CC=45)C=CN=3)C=2)CCN1.[NH2:42][C:43]1[CH:44]=[C:45]([C:49]2[C:57]([C:58]3[CH:63]=[CH:62][N:61]=[C:60]([NH:64][C:65]4[CH:70]=[CH:69][CH:68]=[C:67]([F:71])[CH:66]=4)[N:59]=3)=[C:52]3[CH:53]=[CH:54][CH:55]=[CH:56][N:51]3[N:50]=2)[CH:46]=[CH:47][CH:48]=1.[O:72]1[C:76]([C:77](Cl)=[O:78])=[CH:75][CH:74]=[N:73]1, predict the reaction product. The product is: [F:71][C:67]1[CH:66]=[C:65]([NH:64][C:60]2[N:59]=[C:58]([C:57]3[C:49]([C:45]4[CH:44]=[C:43]([NH:42][C:77]([C:76]5[O:72][N:73]=[CH:74][CH:75]=5)=[O:78])[CH:48]=[CH:47][CH:46]=4)=[N:50][N:51]4[CH:56]=[CH:55][CH:54]=[CH:53][C:52]=34)[CH:63]=[CH:62][N:61]=2)[CH:70]=[CH:69][CH:68]=1. (2) Given the reactants [NH2:1][C:2]1[CH:3]=[C:4]2[C:8](=[CH:9][C:10]=1[NH2:11])[N:7]([CH2:12][CH3:13])[C:6](=[O:14])[C:5]2([CH3:16])[CH3:15].[OH:17][CH:18]([CH3:22])[C:19](O)=O.N, predict the reaction product. The product is: [CH2:12]([N:7]1[C:8]2[CH:9]=[C:10]3[N:11]=[C:19]([CH:18]([OH:17])[CH3:22])[NH:1][C:2]3=[CH:3][C:4]=2[C:5]([CH3:15])([CH3:16])[C:6]1=[O:14])[CH3:13]. (3) Given the reactants [OH:1][NH:2][C:3](=[NH:8])[CH2:4][CH2:5][CH2:6][CH3:7].N1C=CC=CC=1.C(Cl)(Cl)Cl.Cl[C:20](=O)[C:21]([O:23][CH2:24][CH3:25])=[O:22], predict the reaction product. The product is: [CH2:4]([C:3]1[N:8]=[C:20]([C:21]([O:23][CH2:24][CH3:25])=[O:22])[O:1][N:2]=1)[CH2:5][CH2:6][CH3:7].